From a dataset of Full USPTO retrosynthesis dataset with 1.9M reactions from patents (1976-2016). Predict the reactants needed to synthesize the given product. (1) Given the product [CH2:1]([N:5]([CH3:19])[C:6]1[C:15]2[C:10](=[CH:11][CH:12]=[C:13]([C:16]([NH:53][C@@H:54]([CH2:68][C:69]3[CH:70]=[C:71]([F:76])[CH:72]=[C:73]([F:75])[CH:74]=3)[C@H:55]([OH:67])[CH2:56][NH:57][CH2:58][C:59]3[CH:64]=[CH:63][CH:62]=[C:61]([CH2:65][CH3:66])[CH:60]=3)=[O:18])[CH:14]=2)[CH:9]=[CH:8][N:7]=1)[CH2:2][CH2:3][CH3:4], predict the reactants needed to synthesize it. The reactants are: [CH2:1]([N:5]([CH3:19])[C:6]1[C:15]2[C:10](=[CH:11][CH:12]=[C:13]([C:16]([OH:18])=O)[CH:14]=2)[CH:9]=[CH:8][N:7]=1)[CH2:2][CH2:3][CH3:4].C(N(CC)C(C)C)(C)C.CN(C(ON1N=NC2C=CC=CC1=2)=[N+](C)C)C.F[P-](F)(F)(F)(F)F.[NH2:53][C@@H:54]([CH2:68][C:69]1[CH:74]=[C:73]([F:75])[CH:72]=[C:71]([F:76])[CH:70]=1)[C@H:55]([OH:67])[CH2:56][NH:57][CH2:58][C:59]1[CH:64]=[CH:63][CH:62]=[C:61]([CH2:65][CH3:66])[CH:60]=1. (2) Given the product [Br:31][C:28]1[CH:29]=[CH:30][C:25]([CH:20]([NH:19][C:16]2[CH:17]=[CH:18][C:13]([CH:10]3[CH2:11][CH2:12][NH:8][CH2:9]3)=[CH:14][CH:15]=2)[C:21]([F:22])([F:24])[F:23])=[N:26][CH:27]=1, predict the reactants needed to synthesize it. The reactants are: C(OC([N:8]1[CH2:12][CH2:11][CH:10]([C:13]2[CH:18]=[CH:17][C:16]([NH:19][CH:20]([C:25]3[CH:30]=[CH:29][C:28]([Br:31])=[CH:27][N:26]=3)[C:21]([F:24])([F:23])[F:22])=[CH:15][CH:14]=2)[CH2:9]1)=O)(C)(C)C.Cl. (3) Given the product [Cl:32][C:27]1[CH:26]=[C:25]([CH:30]=[CH:29][C:28]=1[Cl:31])[CH2:24][O:23][C:18]1[CH:19]=[CH:20][CH:21]=[CH:22][C:17]=1[C:12]1[N:11]([C:9]2[CH:8]=[N:7][CH:6]=[C:5]([CH:10]=2)[C:4]([OH:33])=[O:3])[C:15]([CH3:16])=[CH:14][CH:13]=1, predict the reactants needed to synthesize it. The reactants are: C([O:3][C:4](=[O:33])[C:5]1[CH:10]=[C:9]([N:11]2[C:15]([CH3:16])=[CH:14][CH:13]=[C:12]2[C:17]2[CH:22]=[CH:21][CH:20]=[CH:19][C:18]=2[O:23][CH2:24][C:25]2[CH:30]=[CH:29][C:28]([Cl:31])=[C:27]([Cl:32])[CH:26]=2)[CH:8]=[N:7][CH:6]=1)C.C(O)C. (4) Given the product [CH:1]([O:4][C:5]1[C:6]2[CH:17]=[C:16]([C:18]([F:21])([F:19])[F:20])[CH:15]=[CH:14][C:7]=2[S:8][C:9]=1[C:10]([OH:12])=[O:11])([CH3:3])[CH3:2], predict the reactants needed to synthesize it. The reactants are: [CH:1]([O:4][C:5]1[C:6]2[CH:17]=[C:16]([C:18]([F:21])([F:20])[F:19])[CH:15]=[CH:14][C:7]=2[S:8][C:9]=1[C:10]([O:12]C)=[O:11])([CH3:3])[CH3:2].O.[OH-].[Li+].O. (5) The reactants are: Cl.[F:2][C:3]1[CH:4]=[CH:5][C:6]2[N:10]=[C:9]([C@@H:11]([NH:13]C(=O)OC(C)(C)C)[CH3:12])[N:8]([C:21]3[CH:26]=[CH:25][CH:24]=[CH:23][CH:22]=3)[C:7]=2[CH:27]=1. Given the product [F:2][C:3]1[CH:4]=[CH:5][C:6]2[N:10]=[C:9]([C@@H:11]([NH2:13])[CH3:12])[N:8]([C:21]3[CH:22]=[CH:23][CH:24]=[CH:25][CH:26]=3)[C:7]=2[CH:27]=1, predict the reactants needed to synthesize it. (6) Given the product [CH3:31][N:32]([CH3:39])[CH:33]1[CH2:38][CH2:37][CH2:36][N:35]([C:2]2[O:6][C:5]([C:7]3[C:12]([CH3:13])=[CH:11][N:10]=[C:9]([NH:14][C:15](=[O:17])[CH3:16])[CH:8]=3)=[CH:4][C:3]=2[C:18]2[N:22]=[CH:21][N:20]([CH2:23][O:24][CH2:25][CH2:26][Si:27]([CH3:30])([CH3:29])[CH3:28])[N:19]=2)[CH2:34]1, predict the reactants needed to synthesize it. The reactants are: Br[C:2]1[O:6][C:5]([C:7]2[C:12]([CH3:13])=[CH:11][N:10]=[C:9]([NH:14][C:15](=[O:17])[CH3:16])[CH:8]=2)=[CH:4][C:3]=1[C:18]1[N:22]=[CH:21][N:20]([CH2:23][O:24][CH2:25][CH2:26][Si:27]([CH3:30])([CH3:29])[CH3:28])[N:19]=1.[CH3:31][N:32]([CH3:39])[CH:33]1[CH2:38][CH2:37][CH2:36][NH:35][CH2:34]1.